Predict the product of the given reaction. From a dataset of Forward reaction prediction with 1.9M reactions from USPTO patents (1976-2016). (1) Given the reactants Cl[C:2]1[C:11]2[C:6](=[CH:7][C:8]([F:12])=[CH:9][CH:10]=2)[N:5]=[C:4]([C:13]2[CH:18]=[C:17]([CH3:19])[CH:16]=[CH:15][N:14]=2)[C:3]=1[CH3:20].[O:21]1[CH2:26][CH2:25][N:24]([C:27]2[CH:28]=[C:29]3[NH:35][CH2:34][C:33]4([CH2:40][CH2:39][O:38][CH2:37][CH2:36]4)[C:30]3=[N:31][CH:32]=2)[CH2:23][CH2:22]1.CC(C)([O-])C.[Na+], predict the reaction product. The product is: [F:12][C:8]1[CH:7]=[C:6]2[C:11]([C:2]([N:35]3[C:29]4[C:30](=[N:31][CH:32]=[C:27]([N:24]5[CH2:25][CH2:26][O:21][CH2:22][CH2:23]5)[CH:28]=4)[C:33]4([CH2:40][CH2:39][O:38][CH2:37][CH2:36]4)[CH2:34]3)=[C:3]([CH3:20])[C:4]([C:13]3[CH:18]=[C:17]([CH3:19])[CH:16]=[CH:15][N:14]=3)=[N:5]2)=[CH:10][CH:9]=1. (2) The product is: [CH3:7][C:5]1[N:6]=[C:2]([N:22]2[CH:23]=[CH:24][C:19]([C:13]3[CH:14]=[CH:15][CH:16]=[CH:17][CH:18]=3)=[CH:20][C:21]2=[O:25])[S:3][C:4]=1[C:8]([O:10][CH2:11][CH3:12])=[O:9]. Given the reactants Br[C:2]1[S:3][C:4]([C:8]([O:10][CH2:11][CH3:12])=[O:9])=[C:5]([CH3:7])[N:6]=1.[C:13]1([C:19]2[CH:24]=[CH:23][N:22]=[C:21]([OH:25])[CH:20]=2)[CH:18]=[CH:17][CH:16]=[CH:15][CH:14]=1.OC1C=CC=C2C=1N=CC=C2.C(=O)([O-])[O-].[K+].[K+], predict the reaction product. (3) Given the reactants [N:1]([CH2:4][CH2:5][C:6]1[CH:7]=[C:8]([C:16]([O-:18])=[O:17])[C:9]2[C:14]([CH:15]=1)=[CH:13][CH:12]=[CH:11][CH:10]=2)=[N+]=[N-].[C:19]1(P(C2C=CC=CC=2)C2C=CC=CC=2)C=CC=CC=1.O, predict the reaction product. The product is: [NH2:1][CH2:4][CH2:5][C:6]1[CH:7]=[C:8]([C:16]([O:18][CH3:19])=[O:17])[C:9]2[C:14]([CH:15]=1)=[CH:13][CH:12]=[CH:11][CH:10]=2. (4) Given the reactants [CH:1]1([NH:4][C:5]([C:7]2[CH:12]=[CH:11][C:10]([C:13]3[N:17]4[N:18]=[C:19]([C:29](OC)=[O:30])[CH:20]=[C:21]([NH:22][CH2:23][CH2:24][C:25]([F:28])([F:27])[F:26])[C:16]4=[N:15][CH:14]=3)=[CH:9][C:8]=2[CH3:33])=[O:6])[CH2:3][CH2:2]1.Cl.[CH3:35][O:36][NH:37][CH3:38].[Cl-].[Li+].Cl[Mg]C(C)C, predict the reaction product. The product is: [CH:1]1([NH:4][C:5]([C:7]2[CH:12]=[CH:11][C:10]([C:13]3[N:17]4[N:18]=[C:19]([C:29]([N:37]([O:36][CH3:35])[CH3:38])=[O:30])[CH:20]=[C:21]([NH:22][CH2:23][CH2:24][C:25]([F:27])([F:26])[F:28])[C:16]4=[N:15][CH:14]=3)=[CH:9][C:8]=2[CH3:33])=[O:6])[CH2:3][CH2:2]1. (5) Given the reactants [Br:1][C:2]1[CH:3]=[C:4]([F:9])[C:5](F)=[N:6][CH:7]=1.[CH:10]1([CH2:13][OH:14])[CH2:12][CH2:11]1, predict the reaction product. The product is: [Br:1][C:2]1[CH:3]=[C:4]([F:9])[C:5]([O:14][CH2:13][CH:10]2[CH2:12][CH2:11]2)=[N:6][CH:7]=1.